From a dataset of Catalyst prediction with 721,799 reactions and 888 catalyst types from USPTO. Predict which catalyst facilitates the given reaction. (1) Product: [F:1][C:2]1[CH:31]=[CH:30][C:29]([F:32])=[CH:28][C:3]=1[CH2:4][NH:5][C:6]1[C:11]([C:12]([NH2:14])=[O:13])=[CH:10][N:9]=[C:8]([NH:15][C:16]2[CH:21]=[CH:20][C:19]([CH:22]3[CH2:23][CH2:24][N:25]([CH:42]=[O:43])[CH2:26][CH2:27]3)=[CH:18][CH:17]=2)[CH:7]=1. The catalyst class is: 3. Reactant: [F:1][C:2]1[CH:31]=[CH:30][C:29]([F:32])=[CH:28][C:3]=1[CH2:4][NH:5][C:6]1[C:11]([C:12]([NH2:14])=[O:13])=[CH:10][N:9]=[C:8]([NH:15][C:16]2[CH:21]=[CH:20][C:19]([CH:22]3[CH2:27][CH2:26][NH:25][CH2:24][CH2:23]3)=[CH:18][CH:17]=2)[CH:7]=1.CCN(C(C)C)C(C)C.[C:42](O)(C(F)(F)F)=[O:43]. (2) Reactant: [C:1]([N:9]1[C:17]2[C:12](=[CH:13][CH:14]=[CH:15][CH:16]=2)[CH2:11][CH:10]1[C:18]1[N:19]([CH3:38])[C:20](=[O:37])[C:21]([O:28]C(=O)C2C=CC=CC=2)=[C:22]([C:24]([O:26]C)=O)[N:23]=1)(=[O:8])[C:2]1[CH:7]=[CH:6][CH:5]=[CH:4][CH:3]=1.[F:39][C:40]1[CH:47]=[CH:46][C:43]([CH2:44][NH2:45])=[CH:42][CH:41]=1.CC#N.O. The catalyst class is: 5. Product: [C:1]([N:9]1[C:17]2[C:12](=[CH:13][CH:14]=[CH:15][CH:16]=2)[CH2:11][CH:10]1[C:18]1[N:19]([CH3:38])[C:20](=[O:37])[C:21]([OH:28])=[C:22]([C:24]([NH:45][CH2:44][C:43]2[CH:46]=[CH:47][C:40]([F:39])=[CH:41][CH:42]=2)=[O:26])[N:23]=1)(=[O:8])[C:2]1[CH:7]=[CH:6][CH:5]=[CH:4][CH:3]=1. (3) Reactant: C(O)(C(F)(F)F)=O.[NH2:8][C:9]1[C:10]([C:26]2[O:30][C:29]([C:31]3[CH:32]=[C:33]([CH2:37][NH:38]C(=O)OC(C)(C)C)[CH:34]=[CH:35][CH:36]=3)=[N:28][N:27]=2)=[N:11][C:12]([C:15]2[CH:20]=[CH:19][C:18]([C:21](=[O:25])[N:22]([CH3:24])[CH3:23])=[CH:17][CH:16]=2)=[CH:13][N:14]=1.C(=O)(O)[O-]. Product: [NH2:8][C:9]1[N:14]=[CH:13][C:12]([C:15]2[CH:16]=[CH:17][C:18]([C:21]([N:22]([CH3:24])[CH3:23])=[O:25])=[CH:19][CH:20]=2)=[N:11][C:10]=1[C:26]1[O:30][C:29]([C:31]2[CH:36]=[CH:35][CH:34]=[C:33]([CH2:37][NH2:38])[CH:32]=2)=[N:28][N:27]=1. The catalyst class is: 98. (4) Reactant: [F:1][C:2]([F:18])([F:17])[C:3]1[CH:8]=[CH:7][C:6]([C:9]2[CH:10]=[C:11]([CH:14]=[CH:15][CH:16]=2)[CH2:12]Cl)=[CH:5][CH:4]=1.[OH:19][C:20]1[CH:25]=[CH:24][C:23]([CH:26]([C:32]2[S:33][CH:34]=[CH:35][C:36]=2[CH3:37])[CH2:27][C:28]([O:30]C)=[O:29])=[CH:22][CH:21]=1.C([O-])([O-])=O.[Cs+].[Cs+]. Product: [F:1][C:2]([F:18])([F:17])[C:3]1[CH:8]=[CH:7][C:6]([C:9]2[CH:16]=[CH:15][CH:14]=[C:11]([CH2:12][O:19][C:20]3[CH:21]=[CH:22][C:23]([CH:26]([C:32]4[S:33][CH:34]=[CH:35][C:36]=4[CH3:37])[CH2:27][C:28]([OH:30])=[O:29])=[CH:24][CH:25]=3)[CH:10]=2)=[CH:5][CH:4]=1. The catalyst class is: 21.